Dataset: Reaction yield outcomes from USPTO patents with 853,638 reactions. Task: Predict the reaction yield, written as a fraction of the theoretical maximum amount of product (1.0 means a 100% yield; for example, 0.34 means a 34% yield). (1) The reactants are [CH2:1]([O:4][C:5]1[CH:13]=[C:12]2[C:8]([CH:9]=[C:10]([C:15](OCC)=[O:16])[N:11]2[CH3:14])=[CH:7][C:6]=1[Br:20])[CH:2]=[CH2:3].CC(C[AlH]CC(C)C)C. The catalyst is C(Cl)Cl. The product is [CH2:1]([O:4][C:5]1[CH:13]=[C:12]2[C:8]([CH:9]=[C:10]([CH2:15][OH:16])[N:11]2[CH3:14])=[CH:7][C:6]=1[Br:20])[CH:2]=[CH2:3]. The yield is 0.870. (2) The catalyst is C(O)C.[OH-].[OH-].[Pd+2]. The reactants are [F:1][C:2]1[CH:7]=[CH:6][CH:5]=[CH:4][C:3]=1[C@@H:8]([N:20]1[CH2:25][CH2:24][CH2:23][CH2:22][CH2:21]1)[C:9]([O:11][C@H](C1C=CC=CC=1)C)=[O:10]. The yield is 0.980. The product is [F:1][C:2]1[CH:7]=[CH:6][CH:5]=[CH:4][C:3]=1[C@@H:8]([N:20]1[CH2:25][CH2:24][CH2:23][CH2:22][CH2:21]1)[C:9]([OH:11])=[O:10].